From a dataset of Full USPTO retrosynthesis dataset with 1.9M reactions from patents (1976-2016). Predict the reactants needed to synthesize the given product. (1) Given the product [Cl:1][C:2]1[CH:7]=[CH:6][C:5]([C:8]2[CH:13]=[C:12]([Cl:14])[CH:11]=[CH:10][C:9]=2[CH2:15][OH:34])=[CH:4][N:3]=1, predict the reactants needed to synthesize it. The reactants are: [Cl:1][C:2]1[CH:7]=[CH:6][C:5]([C:8]2[CH:13]=[C:12]([Cl:14])[CH:11]=[CH:10][C:9]=2[CH2:15]Br)=[CH:4][N:3]=1.ClC1C=CC([Mg]Br)=CC=1.ClC1C=CC(C=[O:34])=CN=1. (2) The reactants are: [NH2:1][C:2]1[C:10]([I:11])=[C:9]([CH3:12])[CH:8]=[CH:7][C:3]=1[C:4]([OH:6])=[O:5].[C:13](OC(=O)C)(=O)[CH3:14]. Given the product [I:11][C:10]1[C:2]2[N:1]=[C:13]([CH3:14])[O:5][C:4](=[O:6])[C:3]=2[CH:7]=[CH:8][C:9]=1[CH3:12], predict the reactants needed to synthesize it. (3) Given the product [Cl:40][C:41]1[CH:42]=[C:43]([F:55])[C:44]([O:45][CH:46]2[CH2:47][CH2:48][N:49]([S:34]([C:31]3[C:30]([CH3:38])=[N:29][N:28]([CH3:27])[C:32]=3[CH3:33])(=[O:36])=[O:35])[CH2:50][CH2:51]2)=[C:52]([F:54])[CH:53]=1, predict the reactants needed to synthesize it. The reactants are: ClC1C=C(C=CC=1Cl)OC1CCN(S(C2C(C)=NN(C)C=2C)(=O)=O)CC1.[CH3:27][N:28]1[C:32]([CH3:33])=[C:31]([S:34](Cl)(=[O:36])=[O:35])[C:30]([CH3:38])=[N:29]1.Cl.[Cl:40][C:41]1[CH:53]=[C:52]([F:54])[C:44]([O:45][CH:46]2[CH2:51][CH2:50][NH:49][CH2:48][CH2:47]2)=[C:43]([F:55])[CH:42]=1. (4) The reactants are: [CH:1]([S:3]([NH:6][C:7]1[CH:15]=[C:14]([C:16]([O:18][CH3:19])=[O:17])[CH:13]=[C:12]2[C:8]=1[CH:9]=[CH:10][NH:11]2)(=[O:5])=[O:4])=[CH2:2].[C:20](=O)([O-])[O-].[K+].[K+].IC.C(OCC)C. Given the product [CH:1]([S:3]([N:6]([CH3:20])[C:7]1[CH:15]=[C:14]([C:16]([O:18][CH3:19])=[O:17])[CH:13]=[C:12]2[C:8]=1[CH:9]=[CH:10][NH:11]2)(=[O:5])=[O:4])=[CH2:2], predict the reactants needed to synthesize it. (5) The reactants are: N[C:2]1[C:10]2[NH:9][C:8](=[O:11])[NH:7][C:6]=2[CH:5]=[C:4]([C:12]([F:15])([F:14])[F:13])[CH:3]=1.[I-:16].[Cs+].N(OCCC(C)C)=O. Given the product [I:16][C:2]1[C:10]2[NH:9][C:8](=[O:11])[NH:7][C:6]=2[CH:5]=[C:4]([C:12]([F:15])([F:14])[F:13])[CH:3]=1, predict the reactants needed to synthesize it.